From a dataset of Peptide-MHC class I binding affinity with 185,985 pairs from IEDB/IMGT. Regression. Given a peptide amino acid sequence and an MHC pseudo amino acid sequence, predict their binding affinity value. This is MHC class I binding data. (1) The peptide sequence is YLLAVCGCI. The MHC is HLA-A02:01 with pseudo-sequence HLA-A02:01. The binding affinity (normalized) is 0.761. (2) The peptide sequence is KTKDYVNGL. The MHC is Mamu-B52 with pseudo-sequence Mamu-B52. The binding affinity (normalized) is 0.